From a dataset of Peptide-MHC class I binding affinity with 185,985 pairs from IEDB/IMGT. Regression. Given a peptide amino acid sequence and an MHC pseudo amino acid sequence, predict their binding affinity value. This is MHC class I binding data. (1) The MHC is HLA-A11:01 with pseudo-sequence HLA-A11:01. The peptide sequence is VTLAILTALR. The binding affinity (normalized) is 0.538. (2) The peptide sequence is RYTRRISLF. The MHC is HLA-A02:06 with pseudo-sequence HLA-A02:06. The binding affinity (normalized) is 0.0847. (3) The peptide sequence is GEYKSYCKL. The MHC is HLA-B45:01 with pseudo-sequence HLA-B45:01. The binding affinity (normalized) is 0.155. (4) The peptide sequence is EHINVELSL. The MHC is Mamu-A07 with pseudo-sequence Mamu-A07. The binding affinity (normalized) is 0.363.